Dataset: Reaction yield outcomes from USPTO patents with 853,638 reactions. Task: Predict the reaction yield, written as a fraction of the theoretical maximum amount of product (1.0 means a 100% yield; for example, 0.34 means a 34% yield). (1) The reactants are [CH2:1]([O:3][C:4]([C:6]1[C:10]([N+:11]([O-:13])=[O:12])=[CH:9][NH:8][N:7]=1)=[O:5])[CH3:2].Br[CH2:15][CH:16]1[CH2:18][CH2:17]1. No catalyst specified. The product is [CH2:1]([O:3][C:4]([C:6]1[C:10]([N+:11]([O-:13])=[O:12])=[CH:9][N:8]([CH2:15][CH:16]2[CH2:18][CH2:17]2)[N:7]=1)=[O:5])[CH3:2]. The yield is 0.460. (2) The reactants are Cl[C:2]1[N:7]=[C:6]([C:8]2[N:12]3[CH:13]=[C:14]([F:17])[CH:15]=[CH:16][C:11]3=[N:10][CH:9]=2)[N:5]=[C:4]([NH:18][C@@H:19]2[CH2:24][CH2:23][CH2:22][N:21]([C:25]([O:27][C:28]([CH3:31])([CH3:30])[CH3:29])=[O:26])[CH2:20]2)[CH:3]=1.[CH3:32][N:33]1[CH2:38][CH2:37][NH:36][CH2:35][CH2:34]1. No catalyst specified. The product is [F:17][C:14]1[CH:15]=[CH:16][C:11]2[N:12]([C:8]([C:6]3[N:5]=[C:4]([NH:18][C@@H:19]4[CH2:24][CH2:23][CH2:22][N:21]([C:25]([O:27][C:28]([CH3:31])([CH3:30])[CH3:29])=[O:26])[CH2:20]4)[CH:3]=[C:2]([N:36]4[CH2:37][CH2:38][N:33]([CH3:32])[CH2:34][CH2:35]4)[N:7]=3)=[CH:9][N:10]=2)[CH:13]=1. The yield is 0.600.